Dataset: Full USPTO retrosynthesis dataset with 1.9M reactions from patents (1976-2016). Task: Predict the reactants needed to synthesize the given product. (1) Given the product [CH2:1]([O:8][C:9]1[CH:29]=[C:28]([O:30][CH2:31][C:32]2[CH:37]=[CH:36][CH:35]=[CH:34][CH:33]=2)[C:27]([CH:38]([CH3:40])[CH3:39])=[CH:26][C:10]=1[C:11]([NH:13][C:14]1[CH:19]=[CH:18][C:17]([N:20]2[CH2:25][CH2:24][O:23][CH2:22][CH2:21]2)=[CH:16][CH:15]=1)=[S:50])[C:2]1[CH:7]=[CH:6][CH:5]=[CH:4][CH:3]=1, predict the reactants needed to synthesize it. The reactants are: [CH2:1]([O:8][C:9]1[CH:29]=[C:28]([O:30][CH2:31][C:32]2[CH:37]=[CH:36][CH:35]=[CH:34][CH:33]=2)[C:27]([CH:38]([CH3:40])[CH3:39])=[CH:26][C:10]=1[C:11]([NH:13][C:14]1[CH:19]=[CH:18][C:17]([N:20]2[CH2:25][CH2:24][O:23][CH2:22][CH2:21]2)=[CH:16][CH:15]=1)=O)[C:2]1[CH:7]=[CH:6][CH:5]=[CH:4][CH:3]=1.COC1C=CC(P2(SP(C3C=CC(OC)=CC=3)(=S)S2)=[S:50])=CC=1.C(=O)([O-])O.[Na+]. (2) The reactants are: [CH2:1]([O:4][C:5]1[CH:19]=[CH:18][C:8]([O:9][C:10]2[CH:17]=[CH:16][C:13]([C:14]#[N:15])=[CH:12][CH:11]=2)=[CH:7][CH:6]=1)[CH2:2][CH3:3].C1COCC1.[H-].[Al+3].[Li+].[H-].[H-].[H-].[OH-].[Na+]. Given the product [CH2:1]([O:4][C:5]1[CH:19]=[CH:18][C:8]([O:9][C:10]2[CH:11]=[CH:12][C:13]([CH2:14][NH2:15])=[CH:16][CH:17]=2)=[CH:7][CH:6]=1)[CH2:2][CH3:3], predict the reactants needed to synthesize it.